Task: Predict the product of the given reaction.. Dataset: Forward reaction prediction with 1.9M reactions from USPTO patents (1976-2016) (1) Given the reactants [CH3:1][O:2][C:3]([CH2:5][O:6][C:7](=[O:15])[C:8]1[CH:13]=[CH:12][C:11]([NH2:14])=[CH:10][CH:9]=1)=[O:4].C(=O)(O)[O-].[Na+].[CH2:21]([O:28][CH2:29][C:30](Cl)=[O:31])[C:22]1[CH:27]=[CH:26][CH:25]=[CH:24][CH:23]=1, predict the reaction product. The product is: [CH3:1][O:2][C:3]([CH2:5][O:6][C:7](=[O:15])[C:8]1[CH:9]=[CH:10][C:11]([NH:14][C:30](=[O:31])[CH2:29][O:28][CH2:21][C:22]2[CH:27]=[CH:26][CH:25]=[CH:24][CH:23]=2)=[CH:12][CH:13]=1)=[O:4]. (2) Given the reactants [NH2:1][C:2]1[CH:7]=[CH:6][C:5]([CH2:8][CH2:9][C:10]([NH2:12])=[O:11])=[CH:4][CH:3]=1.[Br:13]N1C(=O)CCC1=O, predict the reaction product. The product is: [NH2:1][C:2]1[CH:3]=[CH:4][C:5]([CH2:8][CH2:9][C:10]([NH2:12])=[O:11])=[CH:6][C:7]=1[Br:13]. (3) Given the reactants [Br:1][C:2]1[C:7]2[N:8]=[C:9]([S:11][CH3:12])[S:10][C:6]=2[CH:5]=[C:4]([CH2:13][NH:14][C:15]2[C:20]([NH2:21])=[CH:19][CH:18]=[CH:17][N:16]=2)[CH:3]=1.Br[C:23]1C=C(N)C(NCC2C=CC3N=C(SC)SC=3C=2)=CC=1OC, predict the reaction product. The product is: [N:21]1[C:20]2[C:15](=[N:16][CH:17]=[CH:18][CH:19]=2)[N:14]([CH2:13][C:4]2[CH:3]=[C:2]([Br:1])[C:7]3[N:8]=[C:9]([S:11][CH3:12])[S:10][C:6]=3[CH:5]=2)[CH:23]=1. (4) Given the reactants [CH2:1]([O:3][C:4]([C:6]1[C:7](=[O:29])[C:8]2[CH:13]=[N:12][C:11](S(C)(=O)=O)=[N:10][C:9]=2[N:18]([C:20]2[CH:21]=[C:22]3[C:26](=[CH:27][CH:28]=2)[CH2:25][CH2:24][CH2:23]3)[CH:19]=1)=[O:5])[CH3:2].[N:30]1([CH2:36][C:37]2[CH:42]=[CH:41][C:40]([NH2:43])=[CH:39][CH:38]=2)[CH2:35][CH2:34][O:33][CH2:32][CH2:31]1, predict the reaction product. The product is: [CH2:1]([O:3][C:4]([C:6]1[C:7](=[O:29])[C:8]2[CH:13]=[N:12][C:11]([NH:43][C:40]3[CH:39]=[CH:38][C:37]([CH2:36][N:30]4[CH2:31][CH2:32][O:33][CH2:34][CH2:35]4)=[CH:42][CH:41]=3)=[N:10][C:9]=2[N:18]([C:20]2[CH:21]=[C:22]3[C:26](=[CH:27][CH:28]=2)[CH2:25][CH2:24][CH2:23]3)[CH:19]=1)=[O:5])[CH3:2]. (5) The product is: [F:11][C:4]1[CH:5]=[C:6]2[C:10](=[C:2]([NH2:12])[CH:3]=1)[NH:9][CH:8]=[CH:7]2. Given the reactants Br[C:2]1[CH:3]=[C:4]([F:11])[CH:5]=[C:6]2[C:10]=1[NH:9][CH:8]=[CH:7]2.[NH3:12], predict the reaction product.